The task is: Predict the product of the given reaction.. This data is from Forward reaction prediction with 1.9M reactions from USPTO patents (1976-2016). (1) Given the reactants C1(O)C=CC=CC=1.[NH2:8][C:9]1[CH:22]=[CH:21][C:20]2[C:19](=[O:23])[C:18]3[C:13](=[CH:14][CH:15]=[CH:16][CH:17]=3)[C:12](=[O:24])[C:11]=2[CH:10]=1.[CH2:25]([N:29]([CH2:46][CH2:47][CH2:48][CH3:49])[C:30]1[N:35]=[C:34]([N:36]([CH2:41][CH2:42][CH2:43][CH3:44])[CH2:37][CH2:38][CH2:39][CH3:40])[N:33]=[C:32](Cl)[N:31]=1)[CH2:26][CH2:27][CH3:28].[OH-].[Na+], predict the reaction product. The product is: [CH2:41]([N:36]([CH2:37][CH2:38][CH2:39][CH3:40])[C:34]1[N:35]=[C:30]([N:29]([CH2:25][CH2:26][CH2:27][CH3:28])[CH2:46][CH2:47][CH2:48][CH3:49])[N:31]=[C:32]([NH:8][C:9]2[CH:22]=[CH:21][C:20]3[C:19](=[O:23])[C:18]4[C:13](=[CH:14][CH:15]=[CH:16][CH:17]=4)[C:12](=[O:24])[C:11]=3[CH:10]=2)[N:33]=1)[CH2:42][CH2:43][CH3:44]. (2) Given the reactants [OH:1][CH2:2][CH2:3][NH:4][CH2:5][CH2:6][O:7][C:8]1[CH:15]=[CH:14][C:11]([C:12]#[N:13])=[CH:10][CH:9]=1.[CH3:16][NH:17][C:18](NC)=[O:19], predict the reaction product. The product is: [C:12]([C:11]1[CH:10]=[CH:9][C:8]([O:7][CH2:6][CH2:5][N:4]([CH2:3][CH2:2][OH:1])[C:18]([NH:17][CH3:16])=[O:19])=[CH:15][CH:14]=1)#[N:13]. (3) Given the reactants C(P(C(C)(C)C)C1C=CC=CC=1C1C=CC=CC=1)(C)(C)C.P([O-])([O-])([O-])=O.[K+].[K+].[K+].Br[C:31]1[CH:36]=[CH:35][CH:34]=[C:33]([Br:37])[CH:32]=1.[CH2:38]([O:40][C:41](=[O:53])[C@@H:42]([O:51][CH3:52])[CH2:43][C:44]1[CH:49]=[CH:48][C:47]([OH:50])=[CH:46][CH:45]=1)[CH3:39], predict the reaction product. The product is: [CH2:38]([O:40][C:41](=[O:53])[C@@H:42]([O:51][CH3:52])[CH2:43][C:44]1[CH:45]=[CH:46][C:47]([O:50][C:31]2[CH:36]=[CH:35][CH:34]=[C:33]([Br:37])[CH:32]=2)=[CH:48][CH:49]=1)[CH3:39]. (4) Given the reactants [Cl:1][C:2]1[CH:3]=[CH:4][C:5]([O:25][CH:26]([F:28])[F:27])=[C:6]([C:8]2[C:12]([NH:13][C:14]([C:16]3[CH:17]=[N:18][N:19]4[CH:24]=[CH:23][CH:22]=[N:21][C:20]=34)=[O:15])=[CH:11][NH:10][N:9]=2)[CH:7]=1.C([O-])([O-])=O.[Cs+].[Cs+].[Br:35][CH2:36][CH2:37]Br, predict the reaction product. The product is: [Br:35][CH2:36][CH2:37][N:10]1[CH:11]=[C:12]([NH:13][C:14]([C:16]2[CH:17]=[N:18][N:19]3[CH:24]=[CH:23][CH:22]=[N:21][C:20]=23)=[O:15])[C:8]([C:6]2[CH:7]=[C:2]([Cl:1])[CH:3]=[CH:4][C:5]=2[O:25][CH:26]([F:28])[F:27])=[N:9]1. (5) Given the reactants [NH:1]1[CH2:6][CH2:5][CH2:4][CH:3]([NH:7][C:8]2[C:9]3[CH:10]=[CH:11][N:12]=[CH:13][C:14]=3[CH:15]=[CH:16][CH:17]=2)[CH2:2]1.C([C:20]1[CH:21]=[C:22]([NH:26][C:27](=[O:29])[CH3:28])[CH:23]=[CH:24][CH:25]=1)=O.[C:30](O)(=O)C.C(O[BH-](OC(=O)C)OC(=O)C)(=O)C.[Na+], predict the reaction product. The product is: [CH:13]1[C:14]2[C:9](=[C:8]([NH:7][CH:3]3[CH2:4][CH2:5][CH2:6][N:1]([CH2:30][C:25]4[CH:20]=[CH:21][C:22]([NH:26][C:27](=[O:29])[CH3:28])=[CH:23][CH:24]=4)[CH2:2]3)[CH:17]=[CH:16][CH:15]=2)[CH:10]=[CH:11][N:12]=1. (6) Given the reactants [N+:1]([C:4]1[CH:5]=[C:6]([C:13]([OH:15])=[O:14])[CH:7]=[C:8]([CH:12]=1)[C:9]([OH:11])=[O:10])([O-])=O.[CH2:16]([N:18]([CH2:23][CH3:24])[CH2:19][CH2:20][CH2:21][NH-:22])[CH3:17].[Cl-].[NH4+].C(O)(C)C, predict the reaction product. The product is: [NH2:1][C:4]1[CH:5]=[C:6]([C:13]([OH:15])=[O:14])[CH:7]=[C:8]([CH:12]=1)[C:9]([OH:11])=[O:10].[CH2:16]([N:18]([CH2:23][CH3:24])[CH2:19][CH2:20][CH2:21][NH-:22])[CH3:17].